This data is from CYP2C9 inhibition data for predicting drug metabolism from PubChem BioAssay. The task is: Regression/Classification. Given a drug SMILES string, predict its absorption, distribution, metabolism, or excretion properties. Task type varies by dataset: regression for continuous measurements (e.g., permeability, clearance, half-life) or binary classification for categorical outcomes (e.g., BBB penetration, CYP inhibition). Dataset: cyp2c9_veith. (1) The compound is O=C(O)[C@@H](O)[C@@H](O)[C@@H](O[C@H]1O[C@@H](CO)[C@@H](O)[C@@H](O)[C@@H]1O)[C@@H](O)CO. The result is 0 (non-inhibitor). (2) The drug is c1ccc(-c2nc(-c3cccs3)[nH]c2-c2ccccc2)cc1. The result is 1 (inhibitor). (3) The molecule is COc1ccccc1-c1cncnc1NCc1cccs1. The result is 0 (non-inhibitor). (4) The compound is O=C(O)C1(C(=O)O)CCN(S(=O)(=O)c2ccccc2)CC1. The result is 0 (non-inhibitor). (5) The compound is COc1ccc(CCNC(=O)CCCCCN2C(=O)c3ccccc3C2=O)cc1. The result is 1 (inhibitor). (6) The drug is CS(=O)(=O)N1CCC2(CCN(c3ccncc3)CC2)CC1. The result is 0 (non-inhibitor). (7) The drug is c1ccc(CO[C@H]2NCCN2Cc2ccccc2)cc1. The result is 0 (non-inhibitor).